This data is from Peptide-MHC class I binding affinity with 185,985 pairs from IEDB/IMGT. The task is: Regression. Given a peptide amino acid sequence and an MHC pseudo amino acid sequence, predict their binding affinity value. This is MHC class I binding data. (1) The peptide sequence is ALINLVQYRI. The MHC is HLA-A02:01 with pseudo-sequence HLA-A02:01. The binding affinity (normalized) is 0.687. (2) The peptide sequence is FPLTQRDVL. The MHC is HLA-B07:02 with pseudo-sequence HLA-B07:02. The binding affinity (normalized) is 0.646. (3) The peptide sequence is FILGIIITV. The MHC is HLA-B07:02 with pseudo-sequence HLA-B07:02. The binding affinity (normalized) is 0.0393. (4) The peptide sequence is RQMRASAPL. The MHC is HLA-C04:01 with pseudo-sequence HLA-C04:01. The binding affinity (normalized) is 0.213. (5) The peptide sequence is RAPHLPPQW. The MHC is HLA-B39:01 with pseudo-sequence HLA-B39:01. The binding affinity (normalized) is 0.213. (6) The peptide sequence is SKFTFSIPY. The MHC is SLA-10401 with pseudo-sequence SLA-10401. The binding affinity (normalized) is 0.0847. (7) The peptide sequence is TWQRTRALV. The MHC is H-2-Kd with pseudo-sequence H-2-Kd. The binding affinity (normalized) is 0.149. (8) The peptide sequence is WRWKSQVTI. The MHC is HLA-A01:01 with pseudo-sequence HLA-A01:01. The binding affinity (normalized) is 0.0847.